From a dataset of Catalyst prediction with 721,799 reactions and 888 catalyst types from USPTO. Predict which catalyst facilitates the given reaction. (1) Reactant: [N+:1]([C:4]1[CH:5]=[C:6]([C:10]2[NH:15][C:14](=[O:16])[C:13]([CH:17]([NH:20][C:21]([CH:23]3[CH2:27][CH2:26][CH2:25][CH2:24]3)=O)[CH2:18][CH3:19])=[N:12][N:11]=2)[CH:7]=[CH:8][CH:9]=1)([O-:3])=[O:2].O=P(Cl)(Cl)Cl.C([O-])(O)=O.[Na+]. Product: [CH:23]1([C:21]2[N:12]3[C:13]([C:14](=[O:16])[NH:15][C:10]([C:6]4[CH:7]=[CH:8][CH:9]=[C:4]([N+:1]([O-:3])=[O:2])[CH:5]=4)=[N:11]3)=[C:17]([CH2:18][CH3:19])[N:20]=2)[CH2:27][CH2:26][CH2:25][CH2:24]1. The catalyst class is: 68. (2) Reactant: [C:1]([O:5][C:6](=[O:15])[NH:7][C:8]1[C:13]([CH3:14])=[CH:12][CH:11]=[CH:10][N:9]=1)([CH3:4])([CH3:3])[CH3:2].[Li]C(C)(C)C.[C:21](OCC)(=[O:27])[C:22]([O:24][CH2:25][CH3:26])=[O:23].O. Product: [OH:27][C:21]1([C:22]([O:24][CH2:25][CH3:26])=[O:23])[N:7]([C:6]([O:5][C:1]([CH3:4])([CH3:3])[CH3:2])=[O:15])[C:8]2=[N:9][CH:10]=[CH:11][CH:12]=[C:13]2[CH2:14]1. The catalyst class is: 7. (3) Reactant: CC([CH:5]1[CH2:10][N:9]([C:11]2[CH:16]=[CH:15][C:14]([N+:17]([O-:19])=[O:18])=[C:13]([O:20][CH3:21])[CH:12]=2)[CH2:8][CH2:7][N:6]1C([O-])=O)(C)C.C(O)(C(F)(F)F)=O. Product: [CH3:21][O:20][C:13]1[CH:12]=[C:11]([N:9]2[CH2:10][CH2:5][NH:6][CH2:7][CH2:8]2)[CH:16]=[CH:15][C:14]=1[N+:17]([O-:19])=[O:18]. The catalyst class is: 2. (4) Reactant: [NH2:1][C:2]1[C:3]2[CH:10]=[CH:9][N:8]([C@@H:11]3[O:15][C@H:14]([CH2:16][O:17][C:18](=[O:22])[CH:19]([CH3:21])[CH3:20])[C@@H:13]([O:23]C(=O)C(C)C)[C@@:12]3([C:30]#[CH:31])[OH:29])[C:4]=2[N:5]=[CH:6][N:7]=1.N.O. Product: [NH2:1][C:2]1[C:3]2[CH:10]=[CH:9][N:8]([C@@H:11]3[O:15][C@H:14]([CH2:16][O:17][C:18](=[O:22])[CH:19]([CH3:21])[CH3:20])[C@@H:13]([OH:23])[C@@:12]3([C:30]#[CH:31])[OH:29])[C:4]=2[N:5]=[CH:6][N:7]=1. The catalyst class is: 5. (5) Reactant: C(N(CC)CC)C.[CH:8]1[C:17]2[C:12](=[CH:13][CH:14]=[CH:15][CH:16]=2)[C:11]([CH:18]=[O:19])=[CH:10][N:9]=1.[CH:20](=[N:27][C:28]1[CH:33]=[CH:32][CH:31]=[C:30]([O:34][CH3:35])[CH:29]=1)[C:21]1[CH:26]=[CH:25][CH:24]=[CH:23][CH:22]=1. Product: [CH:8]1[C:17]2[C:12](=[CH:13][CH:14]=[CH:15][CH:16]=2)[C:11]([C:18](=[O:19])[CH:20]([NH:27][C:28]2[CH:33]=[CH:32][CH:31]=[C:30]([O:34][CH3:35])[CH:29]=2)[C:21]2[CH:22]=[CH:23][CH:24]=[CH:25][CH:26]=2)=[CH:10][N:9]=1. The catalyst class is: 433.